Dataset: Retrosynthesis with 50K atom-mapped reactions and 10 reaction types from USPTO. Task: Predict the reactants needed to synthesize the given product. Given the product CCC(CC)Oc1cc(C)nc2c(-c3c(C)cc(C)cc3C)cccc12, predict the reactants needed to synthesize it. The reactants are: CCC(O)CC.Cc1cc(C)c(-c2cccc3c(Cl)cc(C)nc23)c(C)c1.